Predict the product of the given reaction. From a dataset of Forward reaction prediction with 1.9M reactions from USPTO patents (1976-2016). (1) Given the reactants C[N:2](C)/[CH:3]=[CH:4]/[C:5]([C:7]1[C:12](=[O:13])[CH:11]=[CH:10][N:9]([C:14]2[CH:19]=[CH:18][CH:17]=[C:16]([O:20][C:21]([F:24])([F:23])[F:22])[CH:15]=2)[N:8]=1)=O.[F:26][C:27]1([F:38])[O:31][C:30]2[CH:32]=[CH:33][C:34]([NH:36]N)=[CH:35][C:29]=2[O:28]1.N([O-])=O.[Na+].[Sn](Cl)Cl, predict the reaction product. The product is: [F:38][C:27]1([F:26])[O:31][C:30]2[CH:32]=[CH:33][C:34]([N:36]3[C:5]([C:7]4[C:12](=[O:13])[CH:11]=[CH:10][N:9]([C:14]5[CH:19]=[CH:18][CH:17]=[C:16]([O:20][C:21]([F:24])([F:23])[F:22])[CH:15]=5)[N:8]=4)=[CH:4][CH:3]=[N:2]3)=[CH:35][C:29]=2[O:28]1. (2) The product is: [F:15][C:2]([F:1])([F:14])[CH2:3][C:4]1[N:5]([CH2:23][O:22][CH2:21][CH2:20][Si:17]([CH3:19])([CH3:18])[CH3:16])[CH:6]=[C:7]([C:9]([O:11][CH2:12][CH3:13])=[O:10])[N:8]=1. Given the reactants [F:1][C:2]([F:15])([F:14])[CH2:3][C:4]1[NH:5][CH:6]=[C:7]([C:9]([O:11][CH2:12][CH3:13])=[O:10])[N:8]=1.[CH3:16][Si:17]([CH2:20][CH2:21][O:22][CH2:23]Cl)([CH3:19])[CH3:18], predict the reaction product. (3) Given the reactants Cl.Cl[CH2:3][C:4]1[CH:9]=[CH:8][CH:7]=[CH:6][N:5]=1.[OH-].[Na+].[H-].[Na+].[NH:14]1[CH:18]=[CH:17][C:16]([N:19]2C(=O)C3C(=CC=CC=3)C2=O)=[N:15]1, predict the reaction product. The product is: [N:5]1[CH:6]=[CH:7][CH:8]=[CH:9][C:4]=1[CH2:3][N:14]1[CH:18]=[CH:17][C:16]([NH2:19])=[N:15]1. (4) Given the reactants [CH3:1][N:2]1[C:7]2=[CH:8][N:9]([C:17]3[CH:18]=[C:19]([CH:25]=[CH:26][C:27]=3[OH:28])[C:20]([O:22][CH2:23][CH3:24])=[O:21])[C:10]([C:11]3[CH:16]=[CH:15][CH:14]=[CH:13][CH:12]=3)=[C:6]2[C:5](=[O:29])[N:4]([CH3:30])[C:3]1=[O:31].[Br:32][C:33]1[O:39][C:36]([CH:37]=O)=[CH:35][CH:34]=1.C(O)(C(F)(F)F)=O.N1C=CC=C1, predict the reaction product. The product is: [Br:32][C:33]1[O:39][C:36]([CH:37]2[O:28][C:27]3[CH:26]=[CH:25][C:19]([C:20]([O:22][CH2:23][CH3:24])=[O:21])=[CH:18][C:17]=3[N:9]3[C:10]([C:11]4[CH:16]=[CH:15][CH:14]=[CH:13][CH:12]=4)=[C:6]4[C:5](=[O:29])[N:4]([CH3:30])[C:3](=[O:31])[N:2]([CH3:1])[C:7]4=[C:8]23)=[CH:35][CH:34]=1. (5) The product is: [CH3:1][O:2][C:3]1[N:8]=[C:7]2[C:9]([C:13]3[NH:33][C:16]4=[N:17][CH:18]=[CH:19][C:20]([CH2:21][NH:22][CH2:23][CH2:24][NH:25][C:26](=[O:32])[O:27][C:28]([CH3:31])([CH3:30])[CH3:29])=[C:15]4[CH:14]=3)=[CH:10][N:11]([CH3:12])[C:6]2=[CH:5][C:4]=1[O:44][CH3:45]. Given the reactants [CH3:1][O:2][C:3]1[N:8]=[C:7]2[C:9]([C:13]3[N:33](S(C4C=CC(C)=CC=4)(=O)=O)[C:16]4=[N:17][CH:18]=[CH:19][C:20]([CH2:21][NH:22][CH2:23][CH2:24][NH:25][C:26](=[O:32])[O:27][C:28]([CH3:31])([CH3:30])[CH3:29])=[C:15]4[CH:14]=3)=[CH:10][N:11]([CH3:12])[C:6]2=[CH:5][C:4]=1[O:44][CH3:45].[OH-].[K+], predict the reaction product.